From a dataset of Full USPTO retrosynthesis dataset with 1.9M reactions from patents (1976-2016). Predict the reactants needed to synthesize the given product. (1) Given the product [C:1]([O:5][C:6](=[O:7])[NH:8][CH2:9][CH2:10][O:11][CH2:12][CH2:13][O:14][CH2:15][CH2:16][NH:17][C:18](=[O:19])[CH2:20][O:21][C:22]1[CH:27]=[CH:26][C:25]([CH:28]=[CH:29][C:30](=[O:32])[NH:87][C:84]2[CH:85]=[C:86]3[C:81](=[CH:82][CH:83]=2)[N:80]=[CH:79][N:78]=[C:77]3[NH:76][C:71]2[CH:72]=[CH:73][C:74]([F:75])=[C:69]([Cl:68])[CH:70]=2)=[CH:24][C:23]=1[O:33][CH3:34])([CH3:2])([CH3:3])[CH3:4], predict the reactants needed to synthesize it. The reactants are: [C:1]([O:5][C:6]([NH:8][CH2:9][CH2:10][O:11][CH2:12][CH2:13][O:14][CH2:15][CH2:16][NH:17][C:18]([CH2:20][O:21][C:22]1[CH:27]=[CH:26][C:25]([CH:28]=[CH:29][C:30]([OH:32])=O)=[CH:24][C:23]=1[O:33][CH3:34])=[O:19])=[O:7])([CH3:4])([CH3:3])[CH3:2].F[P-](F)(F)(F)(F)F.N1(O[P+](N2CCCC2)(N2CCCC2)N2CCCC2)C2N=CC=CC=2N=N1.[Cl:68][C:69]1[CH:70]=[C:71]([NH:76][C:77]2[C:86]3[C:81](=[CH:82][CH:83]=[C:84]([NH2:87])[CH:85]=3)[N:80]=[CH:79][N:78]=2)[CH:72]=[CH:73][C:74]=1[F:75]. (2) Given the product [NH2:1][C:2]1[N:7]=[C:6]([N:8]2[CH2:17][CH2:16][C:15]3[C:10](=[CH:11][C:12]([C:18]([NH:33][CH:28]4[CH2:32][CH2:31][CH2:30][CH2:29]4)=[O:19])=[CH:13][CH:14]=3)[CH2:9]2)[CH:5]=[C:4]([N:21]2[CH2:22][CH2:23][N:24]([CH3:27])[CH2:25][CH2:26]2)[N:3]=1, predict the reactants needed to synthesize it. The reactants are: [NH2:1][C:2]1[N:7]=[C:6]([N:8]2[CH2:17][CH2:16][C:15]3[C:10](=[CH:11][C:12]([C:18](O)=[O:19])=[CH:13][CH:14]=3)[CH2:9]2)[CH:5]=[C:4]([N:21]2[CH2:26][CH2:25][N:24]([CH3:27])[CH2:23][CH2:22]2)[N:3]=1.[CH:28]1([NH2:33])[CH2:32][CH2:31][CH2:30][CH2:29]1. (3) Given the product [CH3:1][O:2][C:3]1[CH:8]=[CH:7][C:6]([C:13]2[CH:18]=[CH:17][CH:16]=[C:15]([N:19]([CH2:23][C:24]3[CH:36]=[CH:35][C:27]([O:28][CH2:29][C:30]([OH:32])=[O:31])=[C:26]([CH3:37])[CH:25]=3)[CH2:20][CH2:21][CH3:22])[C:14]=2[CH3:38])=[CH:5][CH:4]=1, predict the reactants needed to synthesize it. The reactants are: [CH3:1][O:2][C:3]1[CH:8]=[CH:7][C:6](B(O)O)=[CH:5][CH:4]=1.Br[C:13]1[C:14]([CH3:38])=[C:15]([N:19]([CH2:23][C:24]2[CH:36]=[CH:35][C:27]([O:28][CH2:29][C:30]([O:32]CC)=[O:31])=[C:26]([CH3:37])[CH:25]=2)[CH2:20][CH2:21][CH3:22])[CH:16]=[CH:17][CH:18]=1. (4) Given the product [C:5]([C:15]1[N:16]=[CH:17][N:11]2[C:10]([CH3:9])=[CH:14][S:13][C:12]=12)(=[O:7])[CH3:6], predict the reactants needed to synthesize it. The reactants are: [Cl-].[Al+3].[Cl-].[Cl-].[C:5](Cl)(=[O:7])[CH3:6].[CH3:9][C:10]1[N:11]2[CH:17]=[N:16][CH:15]=[C:12]2[S:13][CH:14]=1.C(=O)([O-])[O-].[Na+].[Na+].S([O-])([O-])(=O)=O.[Na+].[Na+]. (5) Given the product [CH3:1][O:2][C:3]([C:4]1[C:5]2[O:15][C:13]([CH3:14])=[CH:12][C:6]=2[CH:7]=[C:8]([O:10][CH3:11])[CH:9]=1)=[O:16], predict the reactants needed to synthesize it. The reactants are: [CH3:1][O:2][C:3](=[O:16])[C:4]1[CH:9]=[C:8]([O:10][CH3:11])[CH:7]=[C:6]([CH2:12][CH:13]=[CH2:14])[C:5]=1[OH:15].[Li+].[Cl-].